From a dataset of Full USPTO retrosynthesis dataset with 1.9M reactions from patents (1976-2016). Predict the reactants needed to synthesize the given product. The reactants are: Cl.[CH:2]12[CH2:11][CH:6]3[CH2:7][CH:8]([CH2:10][CH:4]([CH2:5]3)[C:3]1=O)[CH2:9]2.[CH:13]([NH2:16])([CH3:15])[CH3:14].C([BH3-])#N.C([N+](CCCC)(CCCC)CCCC)CCC. Given the product [CH:2]12[CH2:11][CH:6]3[CH2:7][CH:8]([CH2:10][CH:4]([CH2:5]3)[CH:3]1[NH:16][CH:13]([CH3:15])[CH3:14])[CH2:9]2, predict the reactants needed to synthesize it.